The task is: Regression. Given two drug SMILES strings and cell line genomic features, predict the synergy score measuring deviation from expected non-interaction effect.. This data is from NCI-60 drug combinations with 297,098 pairs across 59 cell lines. Drug 1: COC1=NC(=NC2=C1N=CN2C3C(C(C(O3)CO)O)O)N. Drug 2: C1=CN(C=N1)CC(O)(P(=O)(O)O)P(=O)(O)O. Cell line: UO-31. Synergy scores: CSS=-1.44, Synergy_ZIP=1.28, Synergy_Bliss=1.64, Synergy_Loewe=-2.41, Synergy_HSA=-1.92.